Dataset: Full USPTO retrosynthesis dataset with 1.9M reactions from patents (1976-2016). Task: Predict the reactants needed to synthesize the given product. (1) The reactants are: [C:1]([C:4]1[N:9]=[N:8][C:7]([NH:10][C@@H:11]2[CH2:16][CH2:15][CH2:14][CH2:13][C@@H:12]2[NH:17]C(=O)OC(C)(C)C)=[CH:6][C:5]=1[NH:25][C:26]1[CH:31]=[C:30]([CH3:32])[CH:29]=[C:28]([CH3:33])[CH:27]=1)(=[O:3])[NH2:2].FC(F)(F)C(O)=O. Given the product [NH2:17][C@H:12]1[CH2:13][CH2:14][CH2:15][CH2:16][C@H:11]1[NH:10][C:7]1[N:8]=[N:9][C:4]([C:1]([NH2:2])=[O:3])=[C:5]([NH:25][C:26]2[CH:31]=[C:30]([CH3:32])[CH:29]=[C:28]([CH3:33])[CH:27]=2)[CH:6]=1, predict the reactants needed to synthesize it. (2) Given the product [Cl:21][C:5]1[N:4]=[C:3]([Cl:12])[C:2]([F:1])=[CH:7][N:6]=1, predict the reactants needed to synthesize it. The reactants are: [F:1][C:2]1[C:3](=O)[NH:4][C:5](=O)[NH:6][CH:7]=1.P(Cl)(Cl)([Cl:12])=O.P(Cl)(Cl)(Cl)(Cl)Cl.[Cl-:21].[Na+]. (3) Given the product [C:1]([O:5][C:6]([N:8]1[CH2:12][CH2:11][CH2:10][CH:9]1[C:13](=[O:26])[NH:14][C:15]1[CH:20]=[CH:19][C:18]([C:30]2[CH:31]=[CH:32][CH:33]=[CH:34][C:29]=2[S:28][CH3:27])=[CH:17][C:16]=1[C:22]([F:25])([F:24])[F:23])=[O:7])([CH3:4])([CH3:3])[CH3:2], predict the reactants needed to synthesize it. The reactants are: [C:1]([O:5][C:6]([N:8]1[CH2:12][CH2:11][CH2:10][CH:9]1[C:13](=[O:26])[NH:14][C:15]1[CH:20]=[CH:19][C:18](Br)=[CH:17][C:16]=1[C:22]([F:25])([F:24])[F:23])=[O:7])([CH3:4])([CH3:3])[CH3:2].[CH3:27][S:28][C:29]1[CH:34]=[CH:33][CH:32]=[CH:31][C:30]=1B(O)O.C([O-])([O-])=O.[Na+].[Na+].